The task is: Predict the reactants needed to synthesize the given product.. This data is from Full USPTO retrosynthesis dataset with 1.9M reactions from patents (1976-2016). (1) Given the product [OH:7][CH2:8][CH2:9][CH2:10][CH2:11][CH2:12][CH2:13][CH2:14][CH2:15][CH2:16][CH2:17][CH2:18][C:30]1[CH:29]=[CH:28][C:27]([OH:26])=[CH:32][CH:31]=1, predict the reactants needed to synthesize it. The reactants are: O1CCCCC1[O:7][CH2:8][CH2:9][CH2:10][CH2:11][CH2:12][CH2:13][CH2:14][CH2:15][CH2:16][CH2:17][CH2:18]Br.O1CCCCC1[O:26][C:27]1[CH:32]=[CH:31][C:30]([Mg]Br)=[CH:29][CH:28]=1.O1CCCCC1OC1C=CC(Br)=CC=1.[Mg]. (2) The reactants are: C(OC([NH:8][CH2:9][C:10](O)=[O:11])=O)(C)(C)C.C1N=CN(C(N2C=NC=C2)=O)C=1.[ClH:25].[F:26][C:27]([F:31])([F:30])[CH2:28][NH2:29].Cl. Given the product [ClH:25].[NH2:8][CH2:9][C:10]([NH:29][CH2:28][C:27]([F:31])([F:30])[F:26])=[O:11], predict the reactants needed to synthesize it. (3) Given the product [C:1]1([NH:7][C:8]2[N:25]=[C:11]3[CH:12]=[CH:13][CH:14]=[C:15]([CH2:16][C:17]4[CH:18]=[C:19]([CH:22]=[CH:23][CH:24]=4)[C:20]([NH2:21])=[O:26])[N:10]3[N:9]=2)[CH:2]=[CH:3][CH:4]=[CH:5][CH:6]=1, predict the reactants needed to synthesize it. The reactants are: [C:1]1([NH:7][C:8]2[N:25]=[C:11]3[CH:12]=[CH:13][CH:14]=[C:15]([CH2:16][C:17]4[CH:18]=[C:19]([CH:22]=[CH:23][CH:24]=4)[C:20]#[N:21])[N:10]3[N:9]=2)[CH:6]=[CH:5][CH:4]=[CH:3][CH:2]=1.[OH:26]O.[OH-].[Na+].Cl. (4) Given the product [N+:15]([C:18]1[CH:23]=[C:22]([CH:21]=[CH:20][CH:19]=1)[O:1][CH:2]1[CH2:3][CH2:4][N:5]([C:8]([O:10][C:11]([CH3:14])([CH3:13])[CH3:12])=[O:9])[CH2:6][CH2:7]1)([O-:17])=[O:16], predict the reactants needed to synthesize it. The reactants are: [OH:1][CH:2]1[CH2:7][CH2:6][N:5]([C:8]([O:10][C:11]([CH3:14])([CH3:13])[CH3:12])=[O:9])[CH2:4][CH2:3]1.[N+:15]([C:18]1[CH:19]=[C:20](O)[CH:21]=[CH:22][CH:23]=1)([O-:17])=[O:16].C1(P(C2C=CC=CC=2)C2C=CC=CC=2)C=CC=CC=1. (5) Given the product [CH2:8]([O:10][CH2:11][CH2:12][N:13]1[CH:6]([C:2]2[S:1][CH:5]=[CH:4][CH:3]=2)[CH:15]([C:14]([NH:31][C:30]2[CH:32]=[CH:33][CH:34]=[C:28]([O:27][CH3:26])[CH:29]=2)=[O:25])[C:16]2[C:17](=[CH:21][CH:22]=[CH:23][CH:24]=2)[C:18]1=[O:20])[CH3:9], predict the reactants needed to synthesize it. The reactants are: [S:1]1[CH:5]=[CH:4][CH:3]=[C:2]1[CH:6]=O.[CH2:8]([O:10][CH2:11][CH2:12][NH2:13])[CH3:9].[C:14]1(=[O:25])[O:20][C:18](=O)[C:17]2=[CH:21][CH:22]=[CH:23][CH:24]=[C:16]2[CH2:15]1.[CH3:26][O:27][C:28]1[CH:29]=[C:30]([CH:32]=[CH:33][CH:34]=1)[NH2:31]. (6) Given the product [N+:1]([C:4]1[CH:5]=[CH:6][C:7]([N:10]2[CH2:15][CH2:14][CH2:13][CH2:12][CH2:11]2)=[CH:8][CH:9]=1)([O-:3])=[O:2].[N:19]1([C:16]([NH2:28])=[O:18])[CH2:24][CH2:23][O:22][CH2:21][CH2:20]1, predict the reactants needed to synthesize it. The reactants are: [N+:1]([C:4]1[CH:9]=[CH:8][C:7]([N:10]2[CH2:15][CH2:14][CH:13]([C:16]([OH:18])=O)[CH2:12][CH2:11]2)=[CH:6][CH:5]=1)([O-:3])=[O:2].[NH:19]1[CH2:24][CH2:23][O:22][CH2:21][CH2:20]1.Cl.C([N:28]=C=NCCCN(C)C)C.O.ON1C2C=CC=CC=2N=N1. (7) Given the product [C:15]([C:10]1[C:11]([Br:14])=[N:12][S:13][C:9]=1[NH:8][C:24]([CH:21]1[CH2:23][CH2:22]1)=[O:25])(=[O:17])[CH3:16], predict the reactants needed to synthesize it. The reactants are: C(N(CC)CC)C.[NH2:8][C:9]1[S:13][N:12]=[C:11]([Br:14])[C:10]=1[C:15](=[O:17])[CH3:16].ClCCl.[CH:21]1([C:24](Cl)=[O:25])[CH2:23][CH2:22]1.